The task is: Regression. Given a peptide amino acid sequence and an MHC pseudo amino acid sequence, predict their binding affinity value. This is MHC class II binding data.. This data is from Peptide-MHC class II binding affinity with 134,281 pairs from IEDB. (1) The peptide sequence is GEEYLILSARDVLAV. The MHC is DRB1_0101 with pseudo-sequence DRB1_0101. The binding affinity (normalized) is 0.689. (2) The peptide sequence is IGSYVAFLSQTFAFI. The MHC is HLA-DQA10301-DQB10302 with pseudo-sequence HLA-DQA10301-DQB10302. The binding affinity (normalized) is 0.0161. (3) The peptide sequence is FGYDKPHVL. The MHC is HLA-DQA10501-DQB10201 with pseudo-sequence HLA-DQA10501-DQB10201. The binding affinity (normalized) is 0.302. (4) The peptide sequence is QIRMAKLLGRDPEQS. The MHC is HLA-DPA10201-DPB11401 with pseudo-sequence HLA-DPA10201-DPB11401. The binding affinity (normalized) is 0.157. (5) The peptide sequence is LPSQAFEYILYNKG. The MHC is HLA-DQA10401-DQB10402 with pseudo-sequence HLA-DQA10401-DQB10402. The binding affinity (normalized) is 0.228. (6) The MHC is HLA-DQA10102-DQB10501 with pseudo-sequence HLA-DQA10102-DQB10501. The peptide sequence is QDPKNVYQRGTHPFS. The binding affinity (normalized) is 0.292. (7) The MHC is H-2-IAb with pseudo-sequence H-2-IAb. The binding affinity (normalized) is 0.183. The peptide sequence is RQLIKTDISMSMPKF.